From a dataset of Forward reaction prediction with 1.9M reactions from USPTO patents (1976-2016). Predict the product of the given reaction. (1) The product is: [Cl:3][C:4]1[CH:9]=[C:8]([C:10]([F:12])([F:13])[F:11])[CH:7]=[C:6]([I:1])[C:5]=1[NH2:14]. Given the reactants [I:1]Cl.[Cl:3][C:4]1[CH:9]=[C:8]([C:10]([F:13])([F:12])[F:11])[CH:7]=[CH:6][C:5]=1[NH2:14].[OH-].[Na+], predict the reaction product. (2) Given the reactants [Br:1][C:2]1[CH:3]=[C:4]([C:8]#[C:9][C:10]2[CH:19]=[CH:18][C:13]3[O:14][CH2:15][CH2:16][O:17][C:12]=3[CH:11]=2)[CH:5]=[CH:6][CH:7]=1.[OH2:20].CS(C)=[O:23], predict the reaction product. The product is: [Br:1][C:2]1[CH:3]=[C:4]([C:8](=[O:23])[C:9]([C:10]2[CH:19]=[CH:18][C:13]3[O:14][CH2:15][CH2:16][O:17][C:12]=3[CH:11]=2)=[O:20])[CH:5]=[CH:6][CH:7]=1. (3) The product is: [CH3:16][C@H:3]([CH2:2][N:24]1[CH2:25][CH2:26][CH:21]([O:20][CH2:17][CH2:18][CH3:19])[CH2:22][CH2:23]1)[CH2:4][N:5]1[C:14]2[C:9](=[CH:10][CH:11]=[CH:12][CH:13]=2)[CH2:8][CH2:7][C:6]1=[O:15]. Given the reactants I[CH2:2][C@@H:3]([CH3:16])[CH2:4][N:5]1[C:14]2[C:9](=[CH:10][CH:11]=[CH:12][CH:13]=2)[CH2:8][CH2:7][C:6]1=[O:15].[CH2:17]([O:20][CH:21]1[CH2:26][CH2:25][NH:24][CH2:23][CH2:22]1)[CH2:18][CH3:19], predict the reaction product. (4) Given the reactants [Mg].II.Cl[CH2:5][CH2:6][CH2:7][CH2:8][O:9][CH3:10].[CH:11]1([CH2:14][O:15][C:16]2[C:36]([F:37])=[CH:35][CH:34]=[CH:33][C:17]=2[C:18]([C@@H:20]2[CH2:25][CH2:24][CH2:23][N:22]([C:26]([O:28][C:29]([CH3:32])([CH3:31])[CH3:30])=[O:27])[CH2:21]2)=[O:19])[CH2:13][CH2:12]1, predict the reaction product. The product is: [CH:11]1([CH2:14][O:15][C:16]2[C:36]([F:37])=[CH:35][CH:34]=[CH:33][C:17]=2[C@:18]([C@@H:20]2[CH2:25][CH2:24][CH2:23][N:22]([C:26]([O:28][C:29]([CH3:31])([CH3:32])[CH3:30])=[O:27])[CH2:21]2)([OH:19])[CH2:5][CH2:6][CH2:7][CH2:8][O:9][CH3:10])[CH2:12][CH2:13]1.